This data is from TCR-epitope binding with 47,182 pairs between 192 epitopes and 23,139 TCRs. The task is: Binary Classification. Given a T-cell receptor sequence (or CDR3 region) and an epitope sequence, predict whether binding occurs between them. The epitope is IPIQASLPF. The TCR CDR3 sequence is CAPTPKTGSETQYF. Result: 0 (the TCR does not bind to the epitope).